Dataset: Full USPTO retrosynthesis dataset with 1.9M reactions from patents (1976-2016). Task: Predict the reactants needed to synthesize the given product. (1) Given the product [F:1][C:2]1[CH:7]=[CH:6][CH:5]=[C:4]([F:8])[C:3]=1[N:9]1[C:14]2[N:15]=[C:16]([O:27][CH2:28][CH2:29][NH:30][C:39](=[O:41])[CH3:40])[N:17]=[C:18]([C:19]3[CH:24]=[CH:23][C:22]([F:25])=[CH:21][C:20]=3[CH3:26])[C:13]=2[CH:12]=[CH:11][C:10]1=[O:31], predict the reactants needed to synthesize it. The reactants are: [F:1][C:2]1[CH:7]=[CH:6][CH:5]=[C:4]([F:8])[C:3]=1[N:9]1[C:14]2[N:15]=[C:16]([O:27][CH2:28][CH2:29][NH2:30])[N:17]=[C:18]([C:19]3[CH:24]=[CH:23][C:22]([F:25])=[CH:21][C:20]=3[CH3:26])[C:13]=2[CH:12]=[CH:11][C:10]1=[O:31].C(N(CC)CC)C.[C:39](OC(=O)C)(=[O:41])[CH3:40]. (2) Given the product [C:1]([O:5][C:6](=[O:21])[NH:7][CH:8]([CH3:20])[CH2:9][C:10]1[C:18]2[C:13](=[C:14]([O:19][CH2:23][C:24]#[N:25])[CH:15]=[CH:16][CH:17]=2)[NH:12][CH:11]=1)([CH3:4])([CH3:2])[CH3:3], predict the reactants needed to synthesize it. The reactants are: [C:1]([O:5][C:6](=[O:21])[NH:7][CH:8]([CH3:20])[CH2:9][C:10]1[C:18]2[C:13](=[C:14]([OH:19])[CH:15]=[CH:16][CH:17]=2)[NH:12][CH:11]=1)([CH3:4])([CH3:3])[CH3:2].Br[CH2:23][C:24]#[N:25].C(=O)([O-])[O-].[K+].[K+]. (3) Given the product [NH2:1][S:2]([C:5]1[CH:6]=[CH:7][C:8]([C:11]2[CH:15]=[CH:14][S:13][C:12]=2[C:19]2[CH:24]=[CH:23][C:22]([F:25])=[CH:21][CH:20]=2)=[CH:9][CH:10]=1)(=[O:3])=[O:4], predict the reactants needed to synthesize it. The reactants are: [NH2:1][S:2]([C:5]1[CH:10]=[CH:9][C:8]([CH:11]2[CH:15]=[CH:14][S:13][C:12]2([C:19]2[CH:24]=[CH:23][C:22]([F:25])=[CH:21][CH:20]=2)C(O)=O)=[CH:7][CH:6]=1)(=[O:4])=[O:3]. (4) The reactants are: [F:1][C:2]1[CH:9]=[C:8]([F:10])[CH:7]=[C:6]([F:11])[C:3]=1[CH:4]=O.[F:12][C:13]1[CH:14]=[C:15]([NH:19]C2C=CC=CC=2)[CH:16]=[CH:17][CH:18]=1.[C-:26]#[N:27].[K+].[Cl-].[In+3].[Cl-].[Cl-]. Given the product [F:1][C:2]1[CH:9]=[C:8]([F:10])[CH:7]=[C:6]([F:11])[C:3]=1[CH:4]([NH:19][C:15]1[CH:16]=[CH:17][CH:18]=[C:13]([F:12])[CH:14]=1)[C:26]#[N:27], predict the reactants needed to synthesize it.